Dataset: Reaction yield outcomes from USPTO patents with 853,638 reactions. Task: Predict the reaction yield, written as a fraction of the theoretical maximum amount of product (1.0 means a 100% yield; for example, 0.34 means a 34% yield). (1) The reactants are Br[C:2]12[CH2:11][CH:6]3[CH2:7][CH:8]([CH2:10][CH:4]([CH2:5]3)[CH2:3]1)[CH2:9]2.C(N(CC)CC)C.[CH2:19]([OH:37])[CH2:20][O:21][CH2:22][CH2:23][O:24][CH2:25][CH2:26][O:27][CH2:28][CH2:29][O:30][CH2:31][CH2:32][O:33][CH2:34][CH2:35][OH:36]. The catalyst is Cl.C1CCN2C(=NCCC2)CC1. The product is [C:2]12([O:36][CH2:35][CH2:34][O:33][CH2:32][CH2:31][O:30][CH2:29][CH2:28][O:27][CH2:26][CH2:25][O:24][CH2:23][CH2:22][O:21][CH2:20][CH2:19][OH:37])[CH2:11][CH:6]3[CH2:7][CH:8]([CH2:10][CH:4]([CH2:5]3)[CH2:3]1)[CH2:9]2. The yield is 0.660. (2) The reactants are [F:1][C:2]1[CH:7]=[CH:6][CH:5]=[CH:4][C:3]=1[C:8]1[CH:16]=[CH:15][CH:14]=[C:13]2[C:9]=1[CH2:10][C:11](=[O:17])[NH:12]2.[CH3:18][C:19]1[C:23]([C:24]([N:26]2[CH2:31][CH2:30][N:29]([CH3:32])[CH2:28][CH2:27]2)=[O:25])=[C:22]([CH3:33])[NH:21][C:20]=1[CH:34]=O. The catalyst is C(O)C.N1CCCCC1. The product is [CH3:18][C:19]1[C:23]([C:24]([N:26]2[CH2:27][CH2:28][N:29]([CH3:32])[CH2:30][CH2:31]2)=[O:25])=[C:22]([CH3:33])[NH:21][C:20]=1[CH:34]=[C:10]1[C:9]2[C:13](=[CH:14][CH:15]=[CH:16][C:8]=2[C:3]2[CH:4]=[CH:5][CH:6]=[CH:7][C:2]=2[F:1])[NH:12][C:11]1=[O:17]. The yield is 0.520. (3) The reactants are [Cl-].[Li+].C(N(CC)C(C)C)(C)C.Br[CH2:13][C:14]1[CH:19]=[CH:18][C:17]([C:20]2[CH:25]=[CH:24][CH:23]=[CH:22][C:21]=2[C:26]#[N:27])=[CH:16][CH:15]=1.[CH2:28]([O:30][C:31]1[CH:32]=[N:33][C:34]([N:37]2[C:42]([CH3:43])=[CH:41][C:40]([OH:44])=[CH:39][C:38]2=[O:45])=[N:35][CH:36]=1)[CH3:29]. The catalyst is C(Cl)(Cl)Cl.CO.O.CN(C)C=O. The product is [CH2:28]([O:30][C:31]1[CH:32]=[N:33][C:34]([N:37]2[C:42]([CH3:43])=[CH:41][C:40]([OH:44])=[C:39]([CH2:13][C:14]3[CH:19]=[CH:18][C:17]([C:20]4[C:21]([C:26]#[N:27])=[CH:22][CH:23]=[CH:24][CH:25]=4)=[CH:16][CH:15]=3)[C:38]2=[O:45])=[N:35][CH:36]=1)[CH3:29]. The yield is 0.150.